This data is from Peptide-MHC class I binding affinity with 185,985 pairs from IEDB/IMGT. The task is: Regression. Given a peptide amino acid sequence and an MHC pseudo amino acid sequence, predict their binding affinity value. This is MHC class I binding data. The binding affinity (normalized) is 0.232. The MHC is HLA-A33:01 with pseudo-sequence HLA-A33:01. The peptide sequence is CNKQSKEGK.